Dataset: Reaction yield outcomes from USPTO patents with 853,638 reactions. Task: Predict the reaction yield, written as a fraction of the theoretical maximum amount of product (1.0 means a 100% yield; for example, 0.34 means a 34% yield). (1) The reactants are [Cl:1][C:2]1[CH:7]=[CH:6][C:5]([C:8]2[C:12]([C:13](O)=[O:14])=[CH:11][O:10][N:9]=2)=[CH:4][CH:3]=1.FC1C=CC(C2C(C(O)=O)=CON=2)=CC=1. No catalyst specified. The product is [Cl:1][C:2]1[CH:3]=[CH:4][C:5]([C:8]2[C:12]([CH2:13][OH:14])=[CH:11][O:10][N:9]=2)=[CH:6][CH:7]=1. The yield is 0.460. (2) The reactants are [C:1]1([C:7]2([C:14]3[CH:19]=[CH:18][CH:17]=[CH:16][CH:15]=3)[O:13][CH:8]2[C:9]([O:11][CH3:12])=[O:10])[CH:6]=[CH:5][CH:4]=[CH:3][CH:2]=1.[Cu][C:21]#N.C[Li]. The catalyst is CCOCC.O. The product is [OH:13][CH:8]([C:7]([C:14]1[CH:19]=[CH:18][CH:17]=[CH:16][CH:15]=1)([C:1]1[CH:6]=[CH:5][CH:4]=[CH:3][CH:2]=1)[CH3:21])[C:9]([O:11][CH3:12])=[O:10]. The yield is 0.160. (3) The reactants are [NH:1]1[C:9]2[C:4](=[N:5][CH:6]=[CH:7][CH:8]=2)[CH:3]=[CH:2]1.[H-].[Na+].Br[CH:13]([C:20]1[CH:25]=[CH:24][CH:23]=[CH:22][CH:21]=1)[C:14]1[CH:19]=[CH:18][CH:17]=[CH:16][CH:15]=1.O. The catalyst is CN(C)C=O. The product is [C:14]1([CH:13]([C:20]2[CH:21]=[CH:22][CH:23]=[CH:24][CH:25]=2)[N:1]2[C:9]3[C:4](=[N:5][CH:6]=[CH:7][CH:8]=3)[CH:3]=[CH:2]2)[CH:19]=[CH:18][CH:17]=[CH:16][CH:15]=1. The yield is 0.200.